This data is from NCI-60 drug combinations with 297,098 pairs across 59 cell lines. The task is: Regression. Given two drug SMILES strings and cell line genomic features, predict the synergy score measuring deviation from expected non-interaction effect. (1) Drug 1: C1=NC2=C(N1)C(=S)N=C(N2)N. Drug 2: CN(C(=O)NC(C=O)C(C(C(CO)O)O)O)N=O. Cell line: TK-10. Synergy scores: CSS=30.2, Synergy_ZIP=-6.57, Synergy_Bliss=-1.66, Synergy_Loewe=-11.1, Synergy_HSA=-0.403. (2) Drug 2: C1CN(P(=O)(OC1)NCCCl)CCCl. Drug 1: CC1OCC2C(O1)C(C(C(O2)OC3C4COC(=O)C4C(C5=CC6=C(C=C35)OCO6)C7=CC(=C(C(=C7)OC)O)OC)O)O. Cell line: HT29. Synergy scores: CSS=17.1, Synergy_ZIP=-0.721, Synergy_Bliss=1.11, Synergy_Loewe=-22.7, Synergy_HSA=0.241. (3) Drug 1: CC1C(C(CC(O1)OC2CC(CC3=C2C(=C4C(=C3O)C(=O)C5=C(C4=O)C(=CC=C5)OC)O)(C(=O)CO)O)N)O.Cl. Drug 2: CCC1=CC2CC(C3=C(CN(C2)C1)C4=CC=CC=C4N3)(C5=C(C=C6C(=C5)C78CCN9C7C(C=CC9)(C(C(C8N6C)(C(=O)OC)O)OC(=O)C)CC)OC)C(=O)OC.C(C(C(=O)O)O)(C(=O)O)O. Cell line: HCC-2998. Synergy scores: CSS=21.9, Synergy_ZIP=-2.96, Synergy_Bliss=-1.62, Synergy_Loewe=-11.5, Synergy_HSA=-4.28. (4) Drug 1: CC=C1C(=O)NC(C(=O)OC2CC(=O)NC(C(=O)NC(CSSCCC=C2)C(=O)N1)C(C)C)C(C)C. Drug 2: COCCOC1=C(C=C2C(=C1)C(=NC=N2)NC3=CC=CC(=C3)C#C)OCCOC.Cl. Cell line: HL-60(TB). Synergy scores: CSS=65.3, Synergy_ZIP=-3.89, Synergy_Bliss=-4.76, Synergy_Loewe=-53.8, Synergy_HSA=-3.34.